Dataset: Full USPTO retrosynthesis dataset with 1.9M reactions from patents (1976-2016). Task: Predict the reactants needed to synthesize the given product. (1) Given the product [Br:1][C:13]1[S:9][C:10]([C:14]2([C:20]#[N:21])[CH2:19][CH2:18][CH2:17][CH2:16][CH2:15]2)=[N:11][CH:12]=1, predict the reactants needed to synthesize it. The reactants are: [Br:1]N1C(=O)CCC1=O.[S:9]1[CH:13]=[CH:12][N:11]=[C:10]1[C:14]1([C:20]#[N:21])[CH2:19][CH2:18][CH2:17][CH2:16][CH2:15]1.[O-]S([O-])(=S)=O.[Na+].[Na+]. (2) The reactants are: C([O:8][C:9]1[CH:14]=[C:13]([O:15]CC2C=CC=CC=2)[C:12]([C:23]([CH3:25])=[CH2:24])=[CH:11][C:10]=1[C:26]([N:28]1[CH2:33][CH2:32][CH:31]([CH2:34][CH:35]=O)[CH2:30][CH2:29]1)=[O:27])C1C=CC=CC=1.[CH:37]1([O:42][C:43](=[O:48])[C:44]([CH3:47])([CH3:46])[NH2:45])[CH2:41][CH2:40][CH2:39][CH2:38]1. Given the product [OH:8][C:9]1[CH:14]=[C:13]([OH:15])[C:12]([CH:23]([CH3:24])[CH3:25])=[CH:11][C:10]=1[C:26]([N:28]1[CH2:33][CH2:32][CH:31]([CH2:34][CH2:35][NH:45][C:44]([CH3:46])([C:43]([O:42][CH:37]2[CH2:38][CH2:39][CH2:40][CH2:41]2)=[O:48])[CH3:47])[CH2:30][CH2:29]1)=[O:27], predict the reactants needed to synthesize it. (3) Given the product [CH2:37]([O:36][C:34]([C:33]1[C:32]2[C:27](=[CH:28][CH:29]=[C:30]([O:13][CH:10]3[CH2:11][CH2:12][N:8]([CH2:1][C:2]4[CH:3]=[CH:4][CH:5]=[CH:6][CH:7]=4)[CH2:9]3)[CH:31]=2)[NH:26][C:25]=1[CH3:24])=[O:35])[C:38]1[CH:43]=[CH:42][CH:41]=[CH:40][CH:39]=1, predict the reactants needed to synthesize it. The reactants are: [CH2:1]([N:8]1[CH2:12][CH2:11][CH:10]([O:13]S(C2C(C)=CC=CC=2)(=O)=O)[CH2:9]1)[C:2]1[CH:7]=[CH:6][CH:5]=[CH:4][CH:3]=1.[CH3:24][C:25]1[NH:26][C:27]2[C:32]([C:33]=1[C:34]([O:36][CH2:37][C:38]1[CH:43]=[CH:42][CH:41]=[CH:40][CH:39]=1)=[O:35])=[CH:31][C:30](O)=[CH:29][CH:28]=2.C(=O)([O-])[O-].[K+].[K+].CCCCCC.C(OCC)(=O)C. (4) Given the product [CH3:1][O:2][C:3]1[CH:8]=[CH:7][CH:6]=[C:5]([O:9][CH3:10])[C:4]=1[CH:11]1[N:16]([CH:19]([C:21]2[CH:22]=[CH:23][C:24]([O:27][C:28]([F:29])([F:30])[F:31])=[CH:25][CH:26]=2)[CH3:20])[C:15](=[O:17])[CH2:14][CH2:13][CH2:12]1, predict the reactants needed to synthesize it. The reactants are: [CH3:1][O:2][C:3]1[CH:8]=[CH:7][CH:6]=[C:5]([O:9][CH3:10])[C:4]=1[CH:11]1[NH:16][C:15](=[O:17])[CH2:14][CH2:13][CH2:12]1.Br[CH:19]([C:21]1[CH:26]=[CH:25][C:24]([O:27][C:28]([F:31])([F:30])[F:29])=[CH:23][CH:22]=1)[CH3:20].